The task is: Predict the product of the given reaction.. This data is from Forward reaction prediction with 1.9M reactions from USPTO patents (1976-2016). (1) Given the reactants [OH:1][C:2]1[CH:9]=[C:8]([O:10][CH:11]2[CH2:16][CH2:15][CH2:14][CH2:13][O:12]2)[CH:7]=[CH:6][C:3]=1[CH:4]=[O:5].CCN(CC)CC.[O:24](S(C(F)(F)F)(=O)=O)[S:25]([C:28]([F:31])([F:30])[F:29])(=O)=[O:26], predict the reaction product. The product is: [CH:4]([C:3]1[CH:6]=[CH:7][C:8]([O:10][CH:11]2[CH2:16][CH2:15][CH2:14][CH2:13][O:12]2)=[CH:9][C:2]=1[O:1][S:25]([C:28]([F:31])([F:30])[F:29])(=[O:26])=[O:24])=[O:5]. (2) Given the reactants [CH2:1]([N:8]1[C:12]2([CH2:17][CH2:16][N:15]([C:18](=[O:32])[CH:19]([C:26]3[CH:31]=[CH:30][CH:29]=[CH:28][CH:27]=3)[C:20]3[CH:25]=[CH:24][CH:23]=[CH:22][CH:21]=3)[CH2:14][CH2:13]2)[NH:11][C@@H:10]([CH2:33][C:34]2[CH:39]=[CH:38][CH:37]=[CH:36][CH:35]=2)[C:9]1=[O:40])[C:2]1[CH:7]=[CH:6][CH:5]=[CH:4][CH:3]=1.O.C[Si]([Cl:46])(C)C.CCOCC, predict the reaction product. The product is: [ClH:46].[CH2:1]([N:8]1[C:12]2([CH2:17][CH2:16][N:15]([C:18](=[O:32])[CH:19]([C:26]3[CH:27]=[CH:28][CH:29]=[CH:30][CH:31]=3)[C:20]3[CH:25]=[CH:24][CH:23]=[CH:22][CH:21]=3)[CH2:14][CH2:13]2)[NH:11][C@@H:10]([CH2:33][C:34]2[CH:35]=[CH:36][CH:37]=[CH:38][CH:39]=2)[C:9]1=[O:40])[C:2]1[CH:7]=[CH:6][CH:5]=[CH:4][CH:3]=1. (3) Given the reactants Br[C:2]1[CH:3]=[C:4]([C:2]2[C:7]3[C:7]4[C:2](=[CH:3][CH:4]=[CH:5][CH:6]=4)[C:7]4[C:2](=[CH:3][CH:4]=[CH:5][CH:6]=4)[C:6]=3[C:5]([C:2]3[CH:7]=[CH:6][CH:5]=[C:4](Br)[CH:3]=3)=[CH:4][C:3]=2[C:2]2[CH:7]=[CH:6][CH:5]=[CH:4][CH:3]=2)[CH:5]=[CH:6][CH:7]=1.[C:39]1([C:48]2[CH:53]=[CH:52][CH:51]=[CH:50][CH:49]=2)[CH:44]=[CH:43][CH:42]=[C:41](B(O)O)[CH:40]=1.C(=O)([O-])[O-].[Na+].[Na+], predict the reaction product. The product is: [C:4]1([C:44]2[CH:43]=[C:42]([C:6]3[CH:5]=[CH:4][CH:3]=[C:2]([C:3]4[CH:2]=[CH:7][CH:6]=[C:5]([C:2]5[CH:7]=[CH:6][CH:5]=[CH:4][CH:3]=5)[CH:4]=4)[CH:7]=3)[C:41]3[C:49]4[C:48](=[CH:53][CH:52]=[CH:51][CH:50]=4)[C:39]4[C:44](=[CH:43][CH:42]=[CH:41][CH:40]=4)[C:40]=3[C:39]=2[C:48]2[CH:53]=[CH:52][CH:51]=[C:50]([C:3]3[CH:4]=[CH:5][CH:6]=[C:7]([C:2]4[CH:7]=[CH:6][CH:5]=[CH:4][CH:3]=4)[CH:2]=3)[CH:49]=2)[CH:3]=[CH:2][CH:7]=[CH:6][CH:5]=1. (4) Given the reactants [C:1]([C:3]1[N:7]([C:8]2[CH:13]=[CH:12][CH:11]=[CH:10][CH:9]=2)[N:6]=[CH:5][CH:4]=1)#[CH:2].C([Li])CCC.[C:19]1([C:25]#[C:26][CH:27]=[O:28])[CH:24]=[CH:23][CH:22]=[CH:21][CH:20]=1.[Cl-].[NH4+], predict the reaction product. The product is: [C:19]1([C:25]#[C:26][CH:27]([OH:28])[C:2]#[C:1][C:3]2[N:7]([C:8]3[CH:13]=[CH:12][CH:11]=[CH:10][CH:9]=3)[N:6]=[CH:5][CH:4]=2)[CH:24]=[CH:23][CH:22]=[CH:21][CH:20]=1. (5) Given the reactants [H-].[Na+].[Br:3][C:4]1[C:8]2[N:9]=[C:10]([Cl:13])[N:11]=[CH:12][C:7]=2[NH:6][CH:5]=1.Cl[C:15]([C:28]1[CH:33]=[CH:32][CH:31]=[CH:30][CH:29]=1)([C:22]1[CH:27]=[CH:26][CH:25]=[CH:24][CH:23]=1)[C:16]1[CH:21]=[CH:20][CH:19]=[CH:18][CH:17]=1, predict the reaction product. The product is: [Br:3][C:4]1[C:8]2[N:9]=[C:10]([Cl:13])[N:11]=[CH:12][C:7]=2[N:6]([C:15]([C:16]2[CH:21]=[CH:20][CH:19]=[CH:18][CH:17]=2)([C:28]2[CH:29]=[CH:30][CH:31]=[CH:32][CH:33]=2)[C:22]2[CH:23]=[CH:24][CH:25]=[CH:26][CH:27]=2)[CH:5]=1.